From a dataset of Reaction yield outcomes from USPTO patents with 853,638 reactions. Predict the reaction yield, written as a fraction of the theoretical maximum amount of product (1.0 means a 100% yield; for example, 0.34 means a 34% yield). (1) The reactants are [CH3:1][O:2][CH2:3][CH2:4][O:5][C:6]1[CH:7]=[C:8]2[C:12](=[C:13]([N:15]([CH3:25])[S:16]([C:19]3[N:20]([CH3:24])[CH:21]=[CH:22][N:23]=3)(=[O:18])=[O:17])[CH:14]=1)[NH:11][C:10]([C:26]([O:28]CC)=[O:27])=[CH:9]2.Cl. The catalyst is O1CCCC1.C(O)C.[OH-].[Na+]. The product is [CH3:1][O:2][CH2:3][CH2:4][O:5][C:6]1[CH:7]=[C:8]2[C:12](=[C:13]([N:15]([CH3:25])[S:16]([C:19]3[N:20]([CH3:24])[CH:21]=[CH:22][N:23]=3)(=[O:18])=[O:17])[CH:14]=1)[NH:11][C:10]([C:26]([OH:28])=[O:27])=[CH:9]2. The yield is 0.950. (2) The reactants are [NH2:1][NH:2][C:3]([NH:5][NH2:6])=[O:4].[Cu:7](Cl)Cl.[H-].[K+]. The catalyst is O1CCCC1. The product is [NH2:1][NH:2][C:3]([NH:5][NH2:6])=[O:4].[NH2:1][NH:2][C:3]([NH:5][NH2:6])=[O:4].[Cu+2:7]. The yield is 0.750. (3) The reactants are O[C:2]1[C:11]2[C:6](=[C:7]([CH3:14])[C:8]([O:12][CH3:13])=[CH:9][CH:10]=2)[N:5]=[CH:4][CH:3]=1.O=P(Cl)(Cl)[Cl:17]. No catalyst specified. The product is [Cl:17][C:2]1[C:11]2[C:6](=[C:7]([CH3:14])[C:8]([O:12][CH3:13])=[CH:9][CH:10]=2)[N:5]=[CH:4][CH:3]=1. The yield is 0.925. (4) The reactants are [CH2:1]([NH:4][C:5]1[N:14]=[C:13]([NH2:15])[C:12]2[C:7](=[CH:8][CH:9]=[C:10]([N+:16]([O-:18])=[O:17])[CH:11]=2)[N:6]=1)[CH:2]=[CH2:3].[CH3:19][C:20]([CH3:23])([O-])[CH3:21].[K+].[C:25]([N:29]=[C:30]=[O:31])([CH3:28])([CH3:27])[CH3:26].C[N:33]([CH:35]=[O:36])C. The yield is 0.360. No catalyst specified. The product is [CH2:1]([N:4]([C:5]1[N:14]=[C:13]([NH:15][C:30](=[O:31])[NH:29][C:25]([CH3:28])([CH3:27])[CH3:26])[C:12]2[C:7](=[CH:8][CH:9]=[C:10]([N+:16]([O-:18])=[O:17])[CH:11]=2)[N:6]=1)[C:35](=[O:36])[NH:33][C:20]([CH3:23])([CH3:21])[CH3:19])[CH:2]=[CH2:3].